Dataset: Forward reaction prediction with 1.9M reactions from USPTO patents (1976-2016). Task: Predict the product of the given reaction. Given the reactants [Cl:1][C:2]1[C:7]([Cl:8])=[CH:6][CH:5]=[CH:4][C:3]=1[N:9]1[CH2:14][CH2:13][N:12]([CH2:15][CH2:16][CH2:17][CH2:18][O:19][C:20]2[CH:29]=[C:28]3[C:23]([CH2:24][CH2:25][C:26](=[O:35])[N:27]3[C:30]([O:32][CH2:33]Cl)=[O:31])=[CH:22][CH:21]=2)[CH2:11][CH2:10]1.[C:36]([O-:39])(=[O:38])[CH3:37].[Cs+], predict the reaction product. The product is: [Cl:1][C:2]1[C:7]([Cl:8])=[CH:6][CH:5]=[CH:4][C:3]=1[N:9]1[CH2:10][CH2:11][N:12]([CH2:15][CH2:16][CH2:17][CH2:18][O:19][C:20]2[CH:29]=[C:28]3[C:23]([CH2:24][CH2:25][C:26](=[O:35])[N:27]3[C:30]([O:32][CH2:33][O:38][C:36](=[O:39])[CH3:37])=[O:31])=[CH:22][CH:21]=2)[CH2:13][CH2:14]1.